From a dataset of Full USPTO retrosynthesis dataset with 1.9M reactions from patents (1976-2016). Predict the reactants needed to synthesize the given product. (1) Given the product [CH2:1]([O:3][C:4]([C:6]1[NH:7][C:8]2[C:13]([C:14]=1[O:23][C:17]1[CH:22]=[CH:21][CH:20]=[CH:19][CH:18]=1)=[CH:12][CH:11]=[CH:10][CH:9]=2)=[O:5])[CH3:2], predict the reactants needed to synthesize it. The reactants are: [CH2:1]([O:3][C:4]([C:6]1[C:14](=[N+]=[N-])[C:13]2[C:8](=[CH:9][CH:10]=[CH:11][CH:12]=2)[N:7]=1)=[O:5])[CH3:2].[C:17]1([OH:23])[CH:22]=[CH:21][CH:20]=[CH:19][CH:18]=1. (2) Given the product [CH2:60]([NH:59][C:57]([NH:56][C:53]1[CH:54]=[CH:55][C:50]([C:39]2[CH:38]=[C:37]([C:2]3[CH:7]=[C:6]([F:8])[CH:5]=[CH:4][C:3]=3[S:9]([CH3:12])(=[O:11])=[O:10])[N:42]=[C:41]([N:43]3[CH2:48][CH2:47][O:46][CH2:45][C@@H:44]3[CH3:49])[N:40]=2)=[CH:51][CH:52]=1)=[O:58])[CH3:61], predict the reactants needed to synthesize it. The reactants are: Br[C:2]1[CH:7]=[C:6]([F:8])[CH:5]=[CH:4][C:3]=1[S:9]([CH3:12])(=[O:11])=[O:10].B1(B2OC(C)(C)C(C)(C)O2)OC(C)(C)C(C)(C)O1.C([O-])(=O)C.[K+].Cl[C:37]1[N:42]=[C:41]([N:43]2[CH2:48][CH2:47][O:46][CH2:45][C@@H:44]2[CH3:49])[N:40]=[C:39]([C:50]2[CH:55]=[CH:54][C:53]([NH:56][C:57]([NH:59][CH2:60][CH3:61])=[O:58])=[CH:52][CH:51]=2)[CH:38]=1.C(=O)([O-])[O-].[Na+].[Na+]. (3) Given the product [C:32]([C:10]1[C:11]2[C:16](=[CH:15][C:14]([O:19][C:20]3[CH:21]=[CH:22][C:23]4[O:27][C:26]([N:28]([CH3:29])[CH3:30])=[N:25][C:24]=4[CH:31]=3)=[CH:13][CH:12]=2)[C:17]([OH:18])=[C:8]([C:6]([NH:34][CH2:35][C:36]([OH:38])=[O:37])=[O:7])[N:9]=1)#[N:33], predict the reactants needed to synthesize it. The reactants are: C(O[C:6]([C:8]1[N:9]=[C:10]([C:32]#[N:33])[C:11]2[C:16]([C:17]=1[OH:18])=[CH:15][C:14]([O:19][C:20]1[CH:21]=[CH:22][C:23]3[O:27][C:26]([N:28]([CH3:30])[CH3:29])=[N:25][C:24]=3[CH:31]=1)=[CH:13][CH:12]=2)=[O:7])CCC.[NH2:34][CH2:35][C:36]([OH:38])=[O:37].C[O-].[Na+].CO. (4) Given the product [CH2:2]([N:9]1[CH2:10][CH2:11][C:12]([N:18]([C:19]2[CH:24]=[CH:23][CH:22]=[CH:21][CH:20]=2)[C:25](=[O:28])[CH2:26][CH3:27])([C:15]([OH:17])=[O:16])[CH2:13][CH2:14]1)[C:3]1[CH:4]=[CH:5][CH:6]=[CH:7][CH:8]=1, predict the reactants needed to synthesize it. The reactants are: [Na].[CH2:2]([N:9]1[CH2:14][CH2:13][C:12]([NH:18][C:19]2[CH:24]=[CH:23][CH:22]=[CH:21][CH:20]=2)([C:15]([OH:17])=[O:16])[CH2:11][CH2:10]1)[C:3]1[CH:8]=[CH:7][CH:6]=[CH:5][CH:4]=1.[C:25](O[C:25](=[O:28])[CH2:26][CH3:27])(=[O:28])[CH2:26][CH3:27].